Dataset: Forward reaction prediction with 1.9M reactions from USPTO patents (1976-2016). Task: Predict the product of the given reaction. The product is: [Si:5]([O:4][C@H:3]([C:12]1[CH:21]=[CH:20][C:19]([OH:22])=[C:18]2[C:13]=1[CH:14]=[CH:15][C:16](=[O:23])[NH:17]2)[CH2:2][NH:1][CH2:58][CH2:57][C:30]1[CH:31]=[CH:32][CH:33]=[C:34]([CH2:35][N:36]2[CH2:37][CH2:38][C:39]3([O:44][CH2:43][CH2:42][N:41]([C:45]([C:47]4[N:48]=[C:49]([CH:52]([CH3:53])[CH3:54])[S:50][CH:51]=4)=[O:46])[CH2:40]3)[CH2:55][CH2:56]2)[C:29]=1[Cl:28])([C:8]([CH3:11])([CH3:10])[CH3:9])([CH3:7])[CH3:6]. Given the reactants [NH2:1][CH2:2][C@@H:3]([C:12]1[CH:21]=[CH:20][C:19]([OH:22])=[C:18]2[C:13]=1[CH:14]=[CH:15][C:16](=[O:23])[NH:17]2)[O:4][Si:5]([C:8]([CH3:11])([CH3:10])[CH3:9])([CH3:7])[CH3:6].C(O)(=O)C.[Cl:28][C:29]1[C:34]([CH2:35][N:36]2[CH2:56][CH2:55][C:39]3([O:44][CH2:43][CH2:42][N:41]([C:45]([C:47]4[N:48]=[C:49]([CH:52]([CH3:54])[CH3:53])[S:50][CH:51]=4)=[O:46])[CH2:40]3)[CH2:38][CH2:37]2)=[CH:33][CH:32]=[CH:31][C:30]=1[CH2:57][CH:58]=O.C([BH3-])#N.[Na+], predict the reaction product.